This data is from Reaction yield outcomes from USPTO patents with 853,638 reactions. The task is: Predict the reaction yield, written as a fraction of the theoretical maximum amount of product (1.0 means a 100% yield; for example, 0.34 means a 34% yield). The reactants are [CH2:1]([O:3][C:4]1[CH:5]=[C:6]([C:10]2[CH:15]=[CH:14][C:13]([CH:16](C(OC)=O)[C:17]([O:19]C)=[O:18])=[C:12]([N+:25]([O-:27])=[O:26])[CH:11]=2)[CH:7]=[CH:8][CH:9]=1)[CH3:2]. The catalyst is Cl. The product is [CH2:1]([O:3][C:4]1[CH:5]=[C:6]([C:10]2[CH:15]=[CH:14][C:13]([CH2:16][C:17]([OH:19])=[O:18])=[C:12]([N+:25]([O-:27])=[O:26])[CH:11]=2)[CH:7]=[CH:8][CH:9]=1)[CH3:2]. The yield is 0.770.